Dataset: Forward reaction prediction with 1.9M reactions from USPTO patents (1976-2016). Task: Predict the product of the given reaction. (1) Given the reactants C(NC(C)C)(C)C.C([Li])CCC.C(O[C:16](=[O:21])[C:17]([F:20])([F:19])[CH3:18])C.[Br:22][CH2:23][Br:24], predict the reaction product. The product is: [Br:22][CH:23]([Br:24])[C:16](=[O:21])[C:17]([F:19])([F:20])[CH3:18]. (2) Given the reactants C([O:3][C:4]([C:6]1[NH:7][C:8]2[C:13]([CH:14]=1)=[CH:12][C:11](Br)=[CH:10][CH:9]=2)=[O:5])C.[C:16]([C:20]1[CH:25]=[CH:24][C:23](B(O)O)=[CH:22][CH:21]=1)([CH3:19])([CH3:18])[CH3:17].[CH:29]([O:32][C:33]1[CH:38]=[CH:37][C:36](B(O)O)=[CH:35][CH:34]=1)([CH3:31])[CH3:30].Br[C:43]1[CH:48]=[CH:47][C:46]([N:49]([CH3:51])[CH3:50])=[CH:45][CH:44]=1, predict the reaction product. The product is: [C:16]([C:20]1[CH:25]=[CH:24][C:23]([C:11]2[CH:12]=[C:13]3[C:8](=[CH:9][CH:10]=2)[N:7]([C:43]2[CH:48]=[CH:47][C:46]([N:49]([CH3:51])[CH3:50])=[CH:45][CH:44]=2)[C:6]([C:4]([OH:3])=[O:5])=[C:14]3[C:36]2[CH:37]=[CH:38][C:33]([O:32][CH:29]([CH3:31])[CH3:30])=[CH:34][CH:35]=2)=[CH:22][CH:21]=1)([CH3:19])([CH3:18])[CH3:17]. (3) Given the reactants O.[OH-].[Li+].[CH3:4][O:5][C@H:6]1[CH2:10][N:9]([C:11]([O:13][C:14]([CH3:17])([CH3:16])[CH3:15])=[O:12])[C@@H:8]([C:18]([O:20]C)=[O:19])[CH2:7]1.Cl, predict the reaction product. The product is: [C:14]([O:13][C:11]([N:9]1[CH2:10][C@H:6]([O:5][CH3:4])[CH2:7][C@@H:8]1[C:18]([OH:20])=[O:19])=[O:12])([CH3:17])([CH3:16])[CH3:15]. (4) Given the reactants [CH3:1][N:2]([CH2:10][C:11](=[O:22])[NH:12][S:13]([C:16]1[CH:21]=[CH:20][CH:19]=[CH:18][CH:17]=1)(=[O:15])=[O:14])C(=O)OC(C)(C)C.[ClH:23], predict the reaction product. The product is: [ClH:23].[CH3:1][NH:2][CH2:10][C:11]([NH:12][S:13]([C:16]1[CH:21]=[CH:20][CH:19]=[CH:18][CH:17]=1)(=[O:14])=[O:15])=[O:22]. (5) Given the reactants CCCCCC.C([Li])CCC.[CH:12]1[C:24]2[CH2:23][C:22]3[C:17](=[CH:18][CH:19]=[CH:20][CH:21]=3)[C:16]=2[CH:15]=[CH:14][CH:13]=1.[C:25]([C:29]1[CH:30]=[C:31]([CH3:37])[C:32](=[C:34]([CH3:36])[CH3:35])[CH:33]=1)([CH3:28])([CH3:27])[CH3:26], predict the reaction product. The product is: [C:25]([C:29]1[CH:30]=[C:31]([CH3:37])[CH:32]([C:34]([C:12]2[C:24]3[CH2:23][C:22]4[C:17](=[CH:18][CH:19]=[CH:20][CH:21]=4)[C:16]=3[CH:15]=[CH:14][CH:13]=2)([CH3:36])[CH3:35])[CH:33]=1)([CH3:28])([CH3:27])[CH3:26]. (6) Given the reactants [CH2:1]([C:3]1([NH2:12])[CH2:11][C:10]2[C:5](=[CH:6][CH:7]=[CH:8][CH:9]=2)[CH2:4]1)[CH3:2].[CH2:13]([O:20][C:21]1[CH:26]=[CH:25][C:24]([C:27](=[O:30])[CH2:28]Br)=[CH:23][C:22]=1[NH:31][S:32]([CH3:35])(=[O:34])=[O:33])[C:14]1[CH:19]=[CH:18][CH:17]=[CH:16][CH:15]=1, predict the reaction product. The product is: [CH2:13]([O:20][C:21]1[CH:26]=[CH:25][C:24]([C:27](=[O:30])[CH2:28][NH:12][C:3]2([CH2:1][CH3:2])[CH2:11][C:10]3[C:5](=[CH:6][CH:7]=[CH:8][CH:9]=3)[CH2:4]2)=[CH:23][C:22]=1[NH:31][S:32]([CH3:35])(=[O:33])=[O:34])[C:14]1[CH:15]=[CH:16][CH:17]=[CH:18][CH:19]=1. (7) Given the reactants [N+:1]([C:4]1[N:9]=[CH:8][C:7]([N:10]2[CH2:15][CH2:14][N:13]([C:16]([O:18][C:19]([CH3:22])([CH3:21])[CH3:20])=[O:17])[CH2:12][CH2:11]2)=[CH:6][CH:5]=1)([O-:3])=[O:2].[CH3:23][C@@H]1NCCN(C(OC(C)(C)C)=O)C1.BrC1C=CC([N+]([O-])=O)=NC=1, predict the reaction product. The product is: [CH3:23][C@@H:15]1[N:10]([C:7]2[CH:8]=[N:9][C:4]([N+:1]([O-:3])=[O:2])=[CH:5][CH:6]=2)[CH2:11][CH2:12][N:13]([C:16]([O:18][C:19]([CH3:22])([CH3:21])[CH3:20])=[O:17])[CH2:14]1.